This data is from Catalyst prediction with 721,799 reactions and 888 catalyst types from USPTO. The task is: Predict which catalyst facilitates the given reaction. (1) Reactant: [CH3:1][O:2][C:3]1[CH:12]=[CH:11][CH:10]=[C:9]2[C:4]=1[CH2:5][CH:6]([NH2:13])[CH2:7][O:8]2.Br[CH2:15][CH2:16][C:17]1[C:25]2[C:20](=[CH:21][CH:22]=[C:23]([F:26])[CH:24]=2)[NH:19][CH:18]=1.C(N(CC)CC)C.CCOC(C)=O.CCCCCC. Product: [F:26][C:23]1[CH:24]=[C:25]2[C:20](=[CH:21][CH:22]=1)[NH:19][CH:18]=[C:17]2[CH2:16][CH2:15][NH:13][CH:6]1[CH2:5][C:4]2[C:9](=[CH:10][CH:11]=[CH:12][C:3]=2[O:2][CH3:1])[O:8][CH2:7]1. The catalyst class is: 16. (2) The catalyst class is: 47. Product: [CH3:28][O:27][C:26]1[C:3](=[O:2])[C:4]([CH3:33])=[C:5]([CH2:6][C:7]2[CH:8]=[CH:9][C:10]([O:16][CH2:17][C:18]3[CH:19]=[N:20][CH:21]=[CH:22][CH:23]=3)=[C:11]([CH:15]=2)[C:12]([OH:14])=[O:13])[C:24](=[O:31])[C:25]=1[O:29][CH3:30]. Reactant: C[O:2][C:3]1[C:4]([CH3:33])=[C:5]([C:24]([O:31]C)=[C:25]([O:29][CH3:30])[C:26]=1[O:27][CH3:28])[CH2:6][C:7]1[CH:8]=[CH:9][C:10]([O:16][CH2:17][C:18]2[CH:19]=[N:20][CH:21]=[CH:22][CH:23]=2)=[C:11]([CH:15]=1)[C:12]([OH:14])=[O:13].O=[N+]([O-])[O-].[O-][N+](=O)[O-].[O-][N+](=O)[O-].[O-][N+](=O)[O-].[O-][N+](=O)[O-].[O-][N+](=O)[O-].[Ce+4].[NH4+].[NH4+]. (3) Product: [NH:1]1[C:5]2=[N:6][CH:7]=[CH:8][CH:9]=[C:4]2[C:3]([CH:10]=[C:11]2[C:12](=[O:31])[CH:13]=[C:14]([NH:16][C:17]3[CH:18]=[CH:19][C:20]([CH:23]([CH3:25])[CH3:24])=[CH:21][CH:22]=3)[O:15]2)=[CH:2]1. The catalyst class is: 9. Reactant: [NH:1]1[C:5]2=[N:6][CH:7]=[CH:8][CH:9]=[C:4]2[C:3]([CH:10]=[C:11]2[O:15][C:14]([NH:16][C:17]3[CH:22]=[CH:21][C:20]([CH:23]([CH3:25])[CH3:24])=[CH:19][CH:18]=3)=[C:13](C(OCC)=O)[C:12]2=[O:31])=[CH:2]1.